This data is from Reaction yield outcomes from USPTO patents with 853,638 reactions. The task is: Predict the reaction yield, written as a fraction of the theoretical maximum amount of product (1.0 means a 100% yield; for example, 0.34 means a 34% yield). (1) The reactants are [CH2:1]([C:3]1[C:11]2[C:6](=[CH:7][C:8]([C:12]3[N:16]([C:17]4[CH:22]=[CH:21][C:20]([S:23]([CH3:26])(=[O:25])=[O:24])=[CH:19][CH:18]=4)[N:15]=[CH:14][CH:13]=3)=[CH:9][CH:10]=2)[NH:5][N:4]=1)[CH3:2].Br[CH:28]([CH2:31][CH3:32])[CH2:29][CH3:30].C(=O)([O-])[O-].[K+].[K+].CN(C)C=O. The catalyst is C(OCC)(=O)C.O. The product is [CH2:1]([C:3]1[N:4]([CH:28]([CH2:31][CH3:32])[CH2:29][CH3:30])[N:5]=[C:6]2[C:11]=1[CH:10]=[CH:9][C:8]([C:12]1[N:16]([C:17]3[CH:22]=[CH:21][C:20]([S:23]([CH3:26])(=[O:25])=[O:24])=[CH:19][CH:18]=3)[N:15]=[CH:14][CH:13]=1)=[CH:7]2)[CH3:2]. The yield is 0.0370. (2) The reactants are [CH2:1]([N:8]([CH3:16])[C:9]1[CH:14]=[N:13][CH:12]=[C:11](Cl)[N:10]=1)[C:2]1[CH:7]=[CH:6][CH:5]=[CH:4][CH:3]=1.[CH3:17][O:18][C:19]1[CH:24]=[C:23](B2OC(C)(C)C(C)(C)O2)[CH:22]=[CH:21][C:20]=1[OH:34]. No catalyst specified. The product is [CH2:1]([N:8]([CH3:16])[C:9]1[N:10]=[C:11]([C:23]2[CH:22]=[CH:21][C:20]([OH:34])=[C:19]([O:18][CH3:17])[CH:24]=2)[CH:12]=[N:13][CH:14]=1)[C:2]1[CH:7]=[CH:6][CH:5]=[CH:4][CH:3]=1. The yield is 0.510. (3) The reactants are [C:1]1(=[N:13]O)[C:11]2=[C:12]3[C:7](=[CH:8][CH:9]=[CH:10]2)[CH2:6][CH2:5][CH2:4][CH:3]3[CH2:2]1.[H-].[H-].COCCO[Al+]OCCOC.[Na+]. The catalyst is C1(C)C=CC=CC=1. The product is [CH:1]1([NH2:13])[C:11]2=[C:12]3[C:7](=[CH:8][CH:9]=[CH:10]2)[CH2:6][CH2:5][CH2:4][CH:3]3[CH2:2]1. The yield is 0.830. (4) The reactants are C([O:3][C:4](=[O:20])[CH2:5][C:6]1[C:14]([C:15]([O:17]CC)=[O:16])=[C:9]2[CH:10]=[CH:11][CH:12]=[CH:13][N:8]2[N:7]=1)C.[I-].N[N+]1C=CC=CC=1.O=C(CC(OCC)=O)CC(OCC)=O.[OH-].[Na+]. The catalyst is C1COCC1. The product is [C:4]([CH2:5][C:6]1[C:14]([C:15]([OH:17])=[O:16])=[C:9]2[CH:10]=[CH:11][CH:12]=[CH:13][N:8]2[N:7]=1)([OH:20])=[O:3]. The yield is 0.660. (5) The reactants are [Br:1][C:2]1[NH:10][C:9]2[C:8](=[O:11])[N:7]3[C:12]([CH2:15][CH2:16][C:17](O)=[O:18])=[N:13][N:14]=[C:6]3[N:5]([CH2:20][CH2:21][CH2:22][CH2:23][CH3:24])[C:4]=2[N:3]=1.[NH:25]1[CH2:30][CH2:29][O:28][CH2:27][CH2:26]1.C(N(CC)CC)C.F[P-](F)(F)(F)(F)F.N1(O[P+](N(C)C)(N(C)C)N(C)C)C2C=CC=CC=2N=N1. The catalyst is C(Cl)Cl. The product is [Br:1][C:2]1[NH:10][C:9]2[C:8](=[O:11])[N:7]3[C:12]([CH2:15][CH2:16][C:17]([N:25]4[CH2:30][CH2:29][O:28][CH2:27][CH2:26]4)=[O:18])=[N:13][N:14]=[C:6]3[N:5]([CH2:20][CH2:21][CH2:22][CH2:23][CH3:24])[C:4]=2[N:3]=1. The yield is 0.600.